Dataset: Forward reaction prediction with 1.9M reactions from USPTO patents (1976-2016). Task: Predict the product of the given reaction. (1) Given the reactants [CH3:1][S:2]([CH:5]([C:7]1[CH:8]=[CH:9][C:10]([C:13]([F:16])([F:15])[F:14])=[N:11][CH:12]=1)[CH3:6])(=[NH:4])=[O:3].C(N(CC)CC)C.[CH3:24][S:25](Cl)(=[O:27])=[O:26], predict the reaction product. The product is: [CH3:1][S:2](=[O:3])([CH:5]([C:7]1[CH:12]=[N:11][C:10]([C:13]([F:15])([F:16])[F:14])=[CH:9][CH:8]=1)[CH3:6])=[N:4][S:25]([CH3:24])(=[O:27])=[O:26]. (2) Given the reactants [NH2:1][C:2]1[CH:7]=[CH:6][C:5]([N:8]2[CH2:13][CH2:12][N:11](C(OC(C)(C)C)=O)[CH2:10][CH2:9]2)=[CH:4][C:3]=1[NH:21][S:22]([C:25]1[CH:30]=[CH:29][CH:28]=[CH:27][CH:26]=1)(=[O:24])=[O:23].[C:31]1([CH3:43])[CH:36]=[C:35]([CH3:37])[CH:34]=[C:33]([CH3:38])[C:32]=1[S:39](Cl)(=[O:41])=[O:40], predict the reaction product. The product is: [CH3:43][C:31]1[CH:36]=[C:35]([CH3:37])[CH:34]=[C:33]([CH3:38])[C:32]=1[S:39]([NH:1][C:2]1[CH:7]=[CH:6][C:5]([N:8]2[CH2:13][CH2:12][NH:11][CH2:10][CH2:9]2)=[CH:4][C:3]=1[NH:21][S:22]([C:25]1[CH:30]=[CH:29][CH:28]=[CH:27][CH:26]=1)(=[O:24])=[O:23])(=[O:41])=[O:40]. (3) The product is: [Cl:1][C:2]1[N:7]=[C:6](/[CH:8]=[C:9](/[C:11]2[CH:12]=[C:13]([NH:17][S:18]([C:21]3[CH:22]=[C:23]([F:29])[CH:24]=[CH:25][C:26]=3[F:27])(=[O:19])=[O:20])[CH:14]=[CH:15][CH:16]=2)\[OH:10])[CH:5]=[CH:4][N:3]=1. Given the reactants [Cl:1][C:2]1[N:7]=[C:6](/[CH:8]=[C:9](/[C:11]2[CH:12]=[C:13]([NH:17][S:18]([C:21]3[C:26]([F:27])=[CH:25][CH:24]=[CH:23][C:22]=3F)(=[O:20])=[O:19])[CH:14]=[CH:15][CH:16]=2)\[OH:10])[CH:5]=[CH:4][N:3]=1.[F:29]C1C=CC(F)=CC=1S(NC1C=C(C=CC=1)C(OC)=O)(=O)=O.ClC1N=C(C)C=CN=1, predict the reaction product. (4) Given the reactants [C:1]([Cl:4])(=[O:3])[CH3:2].CN(CN(C)C)C.[CH3:12][N:13]1[C:25]2[CH2:24][CH2:23][CH2:22][C:21](=[O:26])[C:20]=2[C:19]2[C:14]1=C[CH:16]=[CH:17][CH:18]=2.[CH3:27][C:28]1[NH:29][CH:30]=[CH:31][N:32]=1, predict the reaction product. The product is: [OH2:3].[OH2:26].[ClH:4].[CH3:12][N:13]1[C:14]2[CH2:19][CH2:18][CH:17]([CH2:16][N:29]3[CH:30]=[CH:31][N:32]=[C:28]3[CH3:27])[C:1](=[O:3])[C:2]=2[C:20]2[C:25]1=[CH:24][CH:23]=[CH:22][CH:21]=2. (5) Given the reactants [CH3:1][C:2]([O:5][C:6]([O:8]C(OC(C)(C)C)=O)=O)([CH3:4])[CH3:3].[NH2:16][OH:17], predict the reaction product. The product is: [C:6]([NH:16][OH:17])([O:5][C:2]([CH3:4])([CH3:3])[CH3:1])=[O:8]. (6) Given the reactants [Cl:1][C:2]1[N:10]=[C:9]2[C:5]([NH:6][CH2:7][N:8]2[C:11]([C:24]2[CH:29]=[CH:28][CH:27]=[CH:26][CH:25]=2)([C:18]2[CH:23]=[CH:22][CH:21]=[CH:20][CH:19]=2)[C:12]2[CH:17]=[CH:16][CH:15]=[CH:14][CH:13]=2)=[C:4]([Cl:30])[N:3]=1.C(=O)([O-])[O-].[Cs+].[Cs+].Br[CH:38]([C:40]1[CH:45]=[CH:44][C:43]([Cl:46])=[CH:42][CH:41]=1)[CH3:39].C(O)(=O)C, predict the reaction product. The product is: [Cl:1][C:2]1[N:10]=[C:9]2[C:5]([N:6]([CH:38]([C:40]3[CH:45]=[CH:44][C:43]([Cl:46])=[CH:42][CH:41]=3)[CH3:39])[CH2:7][N:8]2[C:11]([C:18]2[CH:23]=[CH:22][CH:21]=[CH:20][CH:19]=2)([C:24]2[CH:25]=[CH:26][CH:27]=[CH:28][CH:29]=2)[C:12]2[CH:13]=[CH:14][CH:15]=[CH:16][CH:17]=2)=[C:4]([Cl:30])[N:3]=1. (7) The product is: [N:18]1[CH:19]=[CH:20][CH:21]=[CH:22][C:17]=1[N:3]1[C:11]2[C:6](=[CH:7][CH:8]=[CH:9][CH:10]=2)[C:5]([C:12]([O:14][CH3:15])=[O:13])=[CH:4]1. Given the reactants [H-].[Na+].[NH:3]1[C:11]2[C:6](=[CH:7][CH:8]=[CH:9][CH:10]=2)[C:5]([C:12]([O:14][CH3:15])=[O:13])=[CH:4]1.F[C:17]1[CH:22]=[CH:21][CH:20]=[CH:19][N:18]=1, predict the reaction product.